This data is from Catalyst prediction with 721,799 reactions and 888 catalyst types from USPTO. The task is: Predict which catalyst facilitates the given reaction. Reactant: [C:1]([NH:7][C:8]1[CH:9]=[CH:10][C:11]2[N:12]([CH2:21][CH3:22])[C:13]3[C:18]([C:19]=2[CH:20]=1)=[CH:17][CH:16]=[CH:15][CH:14]=3)(=[O:6])[C:2]([CH3:5])([CH3:4])[CH3:3].[C:23]([Li])(C)(C)C.CCCCC.IC. Product: [C:1]([NH:7][C:8]1[CH:9]=[CH:10][C:11]2[N:12]([CH2:21][CH3:22])[C:13]3[C:18]([C:19]=2[C:20]=1[CH3:23])=[CH:17][CH:16]=[CH:15][CH:14]=3)(=[O:6])[C:2]([CH3:5])([CH3:4])[CH3:3]. The catalyst class is: 7.